This data is from Catalyst prediction with 721,799 reactions and 888 catalyst types from USPTO. The task is: Predict which catalyst facilitates the given reaction. (1) Reactant: [Br-].[NH2:2][C:3]1[C:8]([CH2:9][P+](C2C=CC=CC=2)(C2C=CC=CC=2)C2C=CC=CC=2)=[C:7]([C:29]([F:32])([F:31])[F:30])[C:6]([C:33]#[N:34])=[CH:5][CH:4]=1.[F:35][C:36]([F:42])([F:41])[CH2:37][C:38](O)=O.C(P1(=O)OP(=O)(CCC)OP(=O)(CCC)O1)CC.CCN(C(C)C)C(C)C. The catalyst class is: 1. Product: [F:35][C:36]([F:42])([F:41])[CH2:37][C:38]1[NH:2][C:3]2[C:8]([CH:9]=1)=[C:7]([C:29]([F:30])([F:31])[F:32])[C:6]([C:33]#[N:34])=[CH:5][CH:4]=2. (2) The catalyst class is: 6. Reactant: CN(C)C=O.[F:6][C:7]1[CH:8]=[C:9]([OH:13])[CH:10]=[CH:11][CH:12]=1.[H-].[Na+].Br[C:17]1[CH:22]=[CH:21][C:20]([Br:23])=[CH:19][N:18]=1. Product: [Br:23][C:20]1[CH:21]=[CH:22][C:17]([O:13][C:9]2[CH:10]=[CH:11][CH:12]=[C:7]([F:6])[CH:8]=2)=[N:18][CH:19]=1. (3) Reactant: [CH2:1]([N:8]([CH3:17])[C@@H:9]([CH:12]1[CH2:16][CH2:15][CH2:14][CH2:13]1)C=O)[C:2]1[CH:7]=[CH:6][CH:5]=[CH:4][CH:3]=1.OS(O)(=O)=O.[CH3:23][O:24][CH:25](OC)[O:26][CH3:27]. Product: [CH2:1]([N:8]([CH3:17])[C@@H:9]([CH:12]1[CH2:16][CH2:15][CH2:14][CH2:13]1)[CH:25]([O:26][CH3:27])[O:24][CH3:23])[C:2]1[CH:7]=[CH:6][CH:5]=[CH:4][CH:3]=1. The catalyst class is: 5. (4) Reactant: [OH:1][C:2]1[C:17]([O:18][CH3:19])=[CH:16][C:5]2[C:6](=[O:15])[N:7]3[CH2:14][CH2:13][CH2:12][C@H:8]3[C:9](=[O:11])[NH:10][C:4]=2[CH:3]=1.C([O-])([O-])=O.[K+].[K+].[I:26][CH2:27][CH2:28][CH2:29][CH2:30][CH2:31]I. Product: [I:26][CH2:27][CH2:28][CH2:29][CH2:30][CH2:31][O:1][C:2]1[C:17]([O:18][CH3:19])=[CH:16][C:5]2[C:6](=[O:15])[N:7]3[CH2:14][CH2:13][CH2:12][C@H:8]3[C:9](=[O:11])[NH:10][C:4]=2[CH:3]=1. The catalyst class is: 85. (5) Reactant: Br[C:2]1[CH:23]=[C:22]([F:24])[CH:21]=[CH:20][C:3]=1[O:4][CH2:5][C:6]([N:8]([CH:17]([CH3:19])[CH3:18])[NH:9][C:10]([C:12]1[S:13][CH:14]=[CH:15][CH:16]=1)=[O:11])=[O:7].C([O-])([O-])=O.[Na+].[Na+].[F:31][C:32]([F:44])([F:43])[O:33][C:34]1[CH:39]=[CH:38][CH:37]=[CH:36][C:35]=1B(O)O. Product: [F:24][C:22]1[CH:21]=[CH:20][C:3]([O:4][CH2:5][C:6]([N:8]([CH:17]([CH3:19])[CH3:18])[NH:9][C:10]([C:12]2[S:13][CH:14]=[CH:15][CH:16]=2)=[O:11])=[O:7])=[C:2]([C:35]2[CH:36]=[CH:37][CH:38]=[CH:39][C:34]=2[O:33][C:32]([F:31])([F:44])[F:43])[CH:23]=1. The catalyst class is: 57.